From a dataset of Catalyst prediction with 721,799 reactions and 888 catalyst types from USPTO. Predict which catalyst facilitates the given reaction. (1) Reactant: [CH3:1][O:2][C:3]1[CH:4]=[N:5][C:6]2[CH:7]=[CH:8][CH:9]=[C:10]([CH:13]=[O:14])[C:11]=2[CH:12]=1.[CH:15]1[C:16]2[C:31](=[O:32])[C:30]([C:33]([OH:35])=[O:34])=[CH:29][N:28]([CH:36]3[CH2:38][CH2:37]3)[C:17]=2[CH:18]=[C:19]([N:22]2[CH2:27][CH2:26][NH:25][CH2:24][CH2:23]2)[C:20]=1[F:21].[C:39](=O)([O-])[O-].[K+].[K+]. Product: [CH:36]1([N:28]2[C:17]3[C:16](=[CH:15][C:20]([F:21])=[C:19]([N:22]4[CH2:23][CH2:24][N:25]([CH2:39][CH:13]([OH:14])[C:10]5[CH:9]=[CH:8][CH:7]=[C:6]6[C:11]=5[CH:12]=[C:3]([O:2][CH3:1])[CH:4]=[N:5]6)[CH2:26][CH2:27]4)[CH:18]=3)[C:31](=[O:32])[C:30]([C:33]([OH:35])=[O:34])=[CH:29]2)[CH2:37][CH2:38]1. The catalyst class is: 3. (2) Reactant: [C:1]([O:5][C:6](=[O:22])[CH2:7][CH:8]([NH:13][C:14](=[O:21])[C:15]1[CH:20]=[CH:19][CH:18]=[CH:17][CH:16]=1)[CH:9]([OH:12])[CH2:10][F:11])([CH3:4])([CH3:3])[CH3:2].C(=O)([O-])O.[Na+].S([O-])([O-])(=O)=S.[Na+].[Na+]. Product: [C:1]([O:5][C:6](=[O:22])[CH2:7][CH:8]([NH:13][C:14](=[O:21])[C:15]1[CH:16]=[CH:17][CH:18]=[CH:19][CH:20]=1)[C:9](=[O:12])[CH2:10][F:11])([CH3:4])([CH3:2])[CH3:3]. The catalyst class is: 317. (3) Reactant: [C:1]([O:5][C:6]([N:8]1[CH2:14][CH2:13][CH2:12][N:11]([C:15]2[CH:20]=[CH:19][C:18]([N+:21]([O-])=O)=[C:17]([C:24](=[O:33])[NH:25][CH2:26][C:27](=[O:32])[NH:28][CH:29]([CH3:31])[CH3:30])[CH:16]=2)[CH2:10][CH:9]1[CH3:34])=[O:7])([CH3:4])([CH3:3])[CH3:2]. Product: [C:1]([O:5][C:6]([N:8]1[CH2:14][CH2:13][CH2:12][N:11]([C:15]2[CH:20]=[CH:19][C:18]([NH2:21])=[C:17]([C:24](=[O:33])[NH:25][CH2:26][C:27](=[O:32])[NH:28][CH:29]([CH3:30])[CH3:31])[CH:16]=2)[CH2:10][CH:9]1[CH3:34])=[O:7])([CH3:3])([CH3:2])[CH3:4]. The catalyst class is: 19. (4) Reactant: [F:1][CH2:2][CH2:3][N:4]1[CH2:9][CH2:8][CH:7]([N:10]2[CH:14]=[C:13]([N+:15]([O-])=O)[CH:12]=[N:11]2)[CH2:6][CH2:5]1. Product: [F:1][CH2:2][CH2:3][N:4]1[CH2:9][CH2:8][CH:7]([N:10]2[CH:14]=[C:13]([NH2:15])[CH:12]=[N:11]2)[CH2:6][CH2:5]1. The catalyst class is: 261. (5) Reactant: [NH2:1][C:2](=[O:38])[CH2:3][C:4]1([NH:18][C:19]([C:21]2[CH:26]=[CH:25][C:24]([N:27]3[CH2:30][C:29]([F:32])([F:31])[CH2:28]3)=[C:23]([O:33][CH2:34][CH:35]3[CH2:37][CH2:36]3)[N:22]=2)=[O:20])[CH2:7][N:6](C(OCC2C=CC=CC=2)=O)[CH2:5]1. Product: [NH2:1][C:2](=[O:38])[CH2:3][C:4]1([NH:18][C:19]([C:21]2[CH:26]=[CH:25][C:24]([N:27]3[CH2:28][C:29]([F:32])([F:31])[CH2:30]3)=[C:23]([O:33][CH2:34][CH:35]3[CH2:37][CH2:36]3)[N:22]=2)=[O:20])[CH2:7][NH:6][CH2:5]1. The catalyst class is: 19. (6) Reactant: [Cl:1][C:2]1[CH:24]=[C:23]([O:25][CH2:26][CH2:27][OH:28])[CH:22]=[CH:21][C:3]=1[C:4]([N:6]1[C:12]2[CH:13]=[CH:14][CH:15]=[CH:16][C:11]=2[CH2:10][N:9]([CH2:17][C:18]#[N:19])[C:8](=[O:20])[CH2:7]1)=[O:5].[Cl-].[OH:30][NH3+:31].C(=O)([O-])[O-].[K+].[K+]. Product: [Cl:1][C:2]1[CH:24]=[C:23]([O:25][CH2:26][CH2:27][OH:28])[CH:22]=[CH:21][C:3]=1[C:4]([N:6]1[C:12]2[CH:13]=[CH:14][CH:15]=[CH:16][C:11]=2[CH2:10][N:9]([CH2:17][C:18]([NH:31][OH:30])=[NH:19])[C:8](=[O:20])[CH2:7]1)=[O:5]. The catalyst class is: 8. (7) Reactant: C[O:2][C:3]1[CH:4]=[CH:5][C:6]2[C:7]([CH:19]=1)=[CH:8][CH:9]=[C:10]1[C:14]=2[N:13]([CH2:15][CH:16]([NH2:18])[CH3:17])[N:12]=[CH:11]1.[B-](Br)(Br)(Br)[S+](C)C.C([O-])(O)=O.[Na+]. Product: [NH2:18][CH:16]([CH3:17])[CH2:15][N:13]1[C:14]2[C:10](=[CH:9][CH:8]=[C:7]3[CH:19]=[C:3]([OH:2])[CH:4]=[CH:5][C:6]3=2)[CH:11]=[N:12]1. The catalyst class is: 26. (8) Reactant: [Br:1][C:2]1(Br)[CH2:16][CH2:15][C:5]2[N:6]=[C:7]([NH:9][C:10]([NH:12][CH2:13][CH3:14])=[O:11])[S:8][C:4]=2[C:3]1=[O:17].C1CCN2C(=NCCC2)CC1. Product: [Br:1][C:2]1[CH:16]=[CH:15][C:5]2[N:6]=[C:7]([NH:9][C:10]([NH:12][CH2:13][CH3:14])=[O:11])[S:8][C:4]=2[C:3]=1[OH:17]. The catalyst class is: 1. (9) Reactant: NC1C(OC2C=CC(CC(O)=O)=CC=2Cl)=CC=C2C=1C=C(CCC)N2.NC1C(OC2C=CC(CC(O)=O)=CC=2Cl)=CC=C2C=1C(CC)=C(C)N2.NC1C=C2C(C(CC)=C(C)N2)=CC=1OC1C=CC(CC(O)=O)=CC=1Cl.[Cl:76][C:77]1[CH:78]=[C:79]([CH2:99][C:100]([OH:102])=[O:101])[CH:80]=[CH:81][C:82]=1[O:83][C:84]1[CH:85]=[C:86]2[C:90](=[CH:91][C:92]=1[N+:93]([O-:95])=[O:94])[NH:89]C(C)=C2CC.O.O.[Sn](Cl)(Cl)(Cl)Cl.[OH-].[Na+]. Product: [NH2:89][C:90]1[CH:86]=[CH:85][C:84]([O:83][C:82]2[CH:81]=[CH:80][C:79]([CH2:99][C:100]([OH:102])=[O:101])=[CH:78][C:77]=2[Cl:76])=[C:92]([N+:93]([O-:95])=[O:94])[CH:91]=1. The catalyst class is: 13. (10) Product: [C:14]([OH:17])(=[O:16])[CH3:15].[Cl:13][CH2:12][CH2:11][CH2:10][CH2:9][N:3]1[CH:7]=[CH:6][N:5]=[CH:4]1. Reactant: [H-].[Na+].[NH:3]1[CH:7]=[CH:6][N:5]=[CH:4]1.Br[CH2:9][CH2:10][CH2:11][CH2:12][Cl:13].[C:14]([OH:17])(=[O:16])[CH3:15]. The catalyst class is: 1.